Dataset: Reaction yield outcomes from USPTO patents with 853,638 reactions. Task: Predict the reaction yield, written as a fraction of the theoretical maximum amount of product (1.0 means a 100% yield; for example, 0.34 means a 34% yield). The reactants are F[C:2]1[CH:7]=[CH:6][CH:5]=[CH:4][C:3]=1[N+:8]([O-:10])=[O:9].[SH:11][C:12]1[CH:21]=[CH:20][CH:19]=[CH:18][C:13]=1[C:14]([O:16][CH3:17])=[O:15].C([O-])([O-])=O.[Cs+].[Cs+]. The catalyst is CN(C=O)C.C(Cl)Cl. The product is [CH3:17][O:16][C:14](=[O:15])[C:13]1[CH:18]=[CH:19][CH:20]=[CH:21][C:12]=1[S:11][C:2]1[CH:7]=[CH:6][CH:5]=[CH:4][C:3]=1[N+:8]([O-:10])=[O:9]. The yield is 0.450.